Dataset: Forward reaction prediction with 1.9M reactions from USPTO patents (1976-2016). Task: Predict the product of the given reaction. (1) The product is: [O:21]=[C:15]1[CH:14]([N:7]2[C:6](=[O:22])[C:5]3[C:9](=[CH:10][CH:11]=[CH:12][C:4]=3[CH2:3][NH:2][C:27](=[O:28])[C:26]3[CH:30]=[CH:31][C:32]([C:33]([F:34])([F:35])[F:36])=[C:24]([F:23])[CH:25]=3)[C:8]2=[O:13])[CH2:19][CH2:18][C:17](=[O:20])[NH:16]1. Given the reactants Cl.[NH2:2][CH2:3][C:4]1[CH:12]=[CH:11][CH:10]=[C:9]2[C:5]=1[C:6](=[O:22])[N:7]([CH:14]1[CH2:19][CH2:18][C:17](=[O:20])[NH:16][C:15]1=[O:21])[C:8]2=[O:13].[F:23][C:24]1[CH:25]=[C:26]([CH:30]=[CH:31][C:32]=1[C:33]([F:36])([F:35])[F:34])[C:27](Cl)=[O:28].C(N(C(C)C)CC)(C)C, predict the reaction product. (2) Given the reactants [Br:1][C:2]1[C:3]([F:19])=[CH:4][C:5]([N+:16]([O-])=O)=[C:6]([NH:8][C:9]2[CH:14]=[CH:13][N:12]=[C:11]([NH2:15])[N:10]=2)[CH:7]=1.O.O.[Sn](Cl)Cl, predict the reaction product. The product is: [NH2:16][C:5]1[CH:4]=[C:3]([F:19])[C:2]([Br:1])=[CH:7][C:6]=1[NH:8][C:9]1[CH:14]=[CH:13][N:12]=[C:11]([NH2:15])[N:10]=1. (3) Given the reactants [CH2:1]([O:5][C:6]1[N:14]=[C:13]2[C:9]([N:10]=[C:11]([O:21]C)[N:12]2[CH2:15][CH:16]2[CH2:20][CH2:19][O:18][CH2:17]2)=[C:8]([NH2:23])[N:7]=1)[CH2:2][CH2:3][CH3:4].Cl.O.C(=O)(O)[O-].[Na+], predict the reaction product. The product is: [NH2:23][C:8]1[N:7]=[C:6]([O:5][CH2:1][CH2:2][CH2:3][CH3:4])[N:14]=[C:13]2[C:9]=1[NH:10][C:11](=[O:21])[N:12]2[CH2:15][CH:16]1[CH2:20][CH2:19][O:18][CH2:17]1. (4) Given the reactants [CH2:1]([O:8][CH2:9][CH2:10][C@H:11]([NH:15][C:16]([O:18][C:19]([CH3:22])([CH3:21])[CH3:20])=[O:17])[C:12]([OH:14])=O)[C:2]1[CH:7]=[CH:6][CH:5]=[CH:4][CH:3]=1.C(N1CCOCC1)C.[CH2:31]([O:33][C:34]([N:36]1[CH2:41][CH2:40][NH:39][CH2:38][CH2:37]1)=[O:35])[CH3:32].[B-](F)(F)(F)F.CCOC(C(C#N)=NOC(N(C)C)=[N+](C)C)=O, predict the reaction product. The product is: [CH2:31]([O:33][C:34]([N:36]1[CH2:37][CH2:38][N:39]([C:12](=[O:14])[C@@H:11]([NH:15][C:16]([O:18][C:19]([CH3:22])([CH3:21])[CH3:20])=[O:17])[CH2:10][CH2:9][O:8][CH2:1][C:2]2[CH:3]=[CH:4][CH:5]=[CH:6][CH:7]=2)[CH2:40][CH2:41]1)=[O:35])[CH3:32]. (5) Given the reactants [Br:1][C:2]1[CH:3]=[C:4]([C:11]([O:13][CH3:14])=[O:12])[C:5]2[CH:6]=[CH:7][NH:8][C:9]=2[CH:10]=1.I[CH:16]([CH3:18])[CH3:17].[H-].[Na+], predict the reaction product. The product is: [Br:1][C:2]1[CH:3]=[C:4]([C:11]([O:13][CH3:14])=[O:12])[C:5]2[CH:6]=[CH:7][N:8]([CH:16]([CH3:18])[CH3:17])[C:9]=2[CH:10]=1. (6) The product is: [CH3:27][N:26]1[C:22]([C:20]([NH:19][C:14]2[CH:15]=[CH:16][C:17]([CH3:18])=[C:12]([CH2:10][NH:11][C:6](=[O:9])[CH2:7][CH3:8])[CH:13]=2)=[O:21])=[C:23]([C:35]([F:38])([F:37])[F:36])[C:24]([C:28]([F:33])([F:34])[C:29]([F:30])([F:31])[F:32])=[N:25]1. Given the reactants [C:6](O[C:6](=[O:9])[CH2:7][CH3:8])(=[O:9])[CH2:7][CH3:8].[C:10]([C:12]1[CH:13]=[C:14]([NH:19][C:20]([C:22]2[N:26]([CH3:27])[N:25]=[C:24]([C:28]([F:34])([F:33])[C:29]([F:32])([F:31])[F:30])[C:23]=2[C:35]([F:38])([F:37])[F:36])=[O:21])[CH:15]=[CH:16][C:17]=1[CH3:18])#[N:11].[BH4-].[Na+].NCCNCCN, predict the reaction product.